This data is from Forward reaction prediction with 1.9M reactions from USPTO patents (1976-2016). The task is: Predict the product of the given reaction. The product is: [CH3:18][O:6][C:5](=[O:7])[C:4]1[CH:8]=[CH:9][C:10]([O:11][CH3:12])=[C:2]([NH2:1])[CH:3]=1. Given the reactants [NH2:1][C:2]1[CH:3]=[C:4]([CH:8]=[CH:9][C:10]=1[O:11][CH3:12])[C:5]([OH:7])=[O:6].OS(O)(=O)=O.[CH3:18]O, predict the reaction product.